Predict the reaction yield, written as a fraction of the theoretical maximum amount of product (1.0 means a 100% yield; for example, 0.34 means a 34% yield). From a dataset of Reaction yield outcomes from USPTO patents with 853,638 reactions. (1) The catalyst is C(O)C. The reactants are Cl[C:2]1[N:7]=[CH:6][N:5]=[C:4]([NH:8][C:9]2[CH:10]=[C:11]([CH:16]=[CH:17][CH:18]=2)[C:12]([O:14][CH3:15])=[O:13])[CH:3]=1.[O:19]([C:26]1[CH:32]=[CH:31][C:29]([NH2:30])=[CH:28][CH:27]=1)[C:20]1[CH:25]=[CH:24][CH:23]=[CH:22][CH:21]=1.C(O)(=O)C. The yield is 0.660. The product is [O:19]([C:26]1[CH:27]=[CH:28][C:29]([NH:30][C:2]2[N:7]=[CH:6][N:5]=[C:4]([NH:8][C:9]3[CH:10]=[C:11]([CH:16]=[CH:17][CH:18]=3)[C:12]([O:14][CH3:15])=[O:13])[CH:3]=2)=[CH:31][CH:32]=1)[C:20]1[CH:25]=[CH:24][CH:23]=[CH:22][CH:21]=1. (2) No catalyst specified. The reactants are [Cl:1][C:2]1[CH:14]=[CH:13][C:5]2[NH:6][C:7]([C:9](Cl)(Cl)Cl)=[N:8][C:4]=2[CH:3]=1.[NH:15]1[CH2:20][CH2:19][NH:18][CH2:17][CH2:16]1.C1C[O:24]CC1. The yield is 0.100. The product is [Cl:1][C:2]1[CH:14]=[CH:13][C:5]2[NH:6][C:7]([C:9]([N:15]3[CH2:20][CH2:19][NH:18][CH2:17][CH2:16]3)=[O:24])=[N:8][C:4]=2[CH:3]=1. (3) The reactants are [CH2:1]([O:3][C:4]1[CH:30]=[CH:29][C:7]([C:8]([NH:10][C:11]2[CH:26]=[C:25]([F:27])[C:14]([C:15]([O:17]CC3C=CC=CC=3)=[O:16])=[C:13]([F:28])[CH:12]=2)=[O:9])=[CH:6][C:5]=1[C:31]([F:34])([F:33])[F:32])[CH3:2]. The yield is 0.970. The catalyst is CO.[Pd]. The product is [CH2:1]([O:3][C:4]1[CH:30]=[CH:29][C:7]([C:8]([NH:10][C:11]2[CH:12]=[C:13]([F:28])[C:14]([C:15]([OH:17])=[O:16])=[C:25]([F:27])[CH:26]=2)=[O:9])=[CH:6][C:5]=1[C:31]([F:33])([F:34])[F:32])[CH3:2].